From a dataset of Forward reaction prediction with 1.9M reactions from USPTO patents (1976-2016). Predict the product of the given reaction. Given the reactants [C:1]1([C:13]2[C:14](=[O:27])[NH:15][C:16](=[O:26])[C:17]=2[C:18]2[CH:23]=[CH:22][CH:21]=[C:20]([O:24][CH3:25])[CH:19]=2)[C:11]2=[C:12]3[C:7](=[CH:8][CH:9]=[CH:10]2)[CH2:6][CH2:5][CH2:4][N:3]3[CH:2]=1.[Mg], predict the reaction product. The product is: [C:1]1([C@H:13]2[C@H:17]([C:18]3[CH:23]=[CH:22][CH:21]=[C:20]([O:24][CH3:25])[CH:19]=3)[C:16](=[O:26])[NH:15][C:14]2=[O:27])[C:11]2=[C:12]3[C:7](=[CH:8][CH:9]=[CH:10]2)[CH2:6][CH2:5][CH2:4][N:3]3[CH:2]=1.